Task: Predict the reactants needed to synthesize the given product.. Dataset: Full USPTO retrosynthesis dataset with 1.9M reactions from patents (1976-2016) (1) Given the product [CH:5]1([C:8]2[N:13]=[C:12]([C:14](=[NH:15])[O:1][CH2:2][CH3:3])[CH:11]=[N:10][CH:9]=2)[CH2:7][CH2:6]1, predict the reactants needed to synthesize it. The reactants are: [O-:1][CH2:2][CH3:3].[Na+].[CH:5]1([C:8]2[N:13]=[C:12]([C:14]#[N:15])[CH:11]=[N:10][CH:9]=2)[CH2:7][CH2:6]1. (2) Given the product [CH2:11]([N:18]1[CH2:26][CH2:25][CH:24]2[CH:20]([CH2:21][C:22]3[CH:29]=[CH:28][S:27][C:23]=32)[CH2:19]1)[C:12]1[CH:13]=[CH:14][CH:15]=[CH:16][CH:17]=1, predict the reactants needed to synthesize it. The reactants are: [Al+3].[Cl-].[Cl-].[Cl-].C(NB)(C)(C)C.[CH2:11]([N:18]1[CH2:26][CH2:25][CH:24]2[CH:20]([C:21](=O)[C:22]3[CH:29]=[CH:28][S:27][C:23]=32)[CH2:19]1)[C:12]1[CH:17]=[CH:16][CH:15]=[CH:14][CH:13]=1.[Al+3].[Cl-].[Cl-].[Cl-].B.Cl.[OH-].[Na+].